This data is from NCI-60 drug combinations with 297,098 pairs across 59 cell lines. The task is: Regression. Given two drug SMILES strings and cell line genomic features, predict the synergy score measuring deviation from expected non-interaction effect. (1) Drug 1: CC1=CC2C(CCC3(C2CCC3(C(=O)C)OC(=O)C)C)C4(C1=CC(=O)CC4)C. Drug 2: CCC1(CC2CC(C3=C(CCN(C2)C1)C4=CC=CC=C4N3)(C5=C(C=C6C(=C5)C78CCN9C7C(C=CC9)(C(C(C8N6C=O)(C(=O)OC)O)OC(=O)C)CC)OC)C(=O)OC)O.OS(=O)(=O)O. Cell line: NCI-H460. Synergy scores: CSS=45.4, Synergy_ZIP=26.8, Synergy_Bliss=28.4, Synergy_Loewe=16.8, Synergy_HSA=19.6. (2) Drug 1: C1CN1C2=NC(=NC(=N2)N3CC3)N4CC4. Drug 2: C1=NC2=C(N1)C(=S)N=C(N2)N. Cell line: NCI-H322M. Synergy scores: CSS=43.7, Synergy_ZIP=-1.37, Synergy_Bliss=-1.35, Synergy_Loewe=-9.19, Synergy_HSA=-0.0501. (3) Drug 1: COC1=CC(=CC(=C1O)OC)C2C3C(COC3=O)C(C4=CC5=C(C=C24)OCO5)OC6C(C(C7C(O6)COC(O7)C8=CC=CS8)O)O. Drug 2: CC1C(C(CC(O1)OC2CC(CC3=C2C(=C4C(=C3O)C(=O)C5=C(C4=O)C(=CC=C5)OC)O)(C(=O)CO)O)N)O.Cl. Cell line: MOLT-4. Synergy scores: CSS=56.1, Synergy_ZIP=-11.9, Synergy_Bliss=-25.0, Synergy_Loewe=-24.1, Synergy_HSA=-22.0. (4) Drug 1: CC1=C(C=C(C=C1)C(=O)NC2=CC(=CC(=C2)C(F)(F)F)N3C=C(N=C3)C)NC4=NC=CC(=N4)C5=CN=CC=C5. Drug 2: C1=NNC2=C1C(=O)NC=N2. Cell line: U251. Synergy scores: CSS=6.28, Synergy_ZIP=-2.22, Synergy_Bliss=0.610, Synergy_Loewe=3.07, Synergy_HSA=-0.00373. (5) Drug 1: C(CC(=O)O)C(=O)CN.Cl. Drug 2: COCCOC1=C(C=C2C(=C1)C(=NC=N2)NC3=CC=CC(=C3)C#C)OCCOC.Cl. Cell line: HL-60(TB). Synergy scores: CSS=0.189, Synergy_ZIP=-1.63, Synergy_Bliss=-6.05, Synergy_Loewe=-5.16, Synergy_HSA=-7.54. (6) Drug 1: C1=CC(=C2C(=C1NCCNCCO)C(=O)C3=C(C=CC(=C3C2=O)O)O)NCCNCCO. Drug 2: CC1C(C(CC(O1)OC2CC(CC3=C2C(=C4C(=C3O)C(=O)C5=C(C4=O)C(=CC=C5)OC)O)(C(=O)CO)O)N)O.Cl. Cell line: SK-OV-3. Synergy scores: CSS=30.8, Synergy_ZIP=-3.97, Synergy_Bliss=0.107, Synergy_Loewe=0.573, Synergy_HSA=1.90. (7) Drug 1: C1=CC(=CC=C1C#N)C(C2=CC=C(C=C2)C#N)N3C=NC=N3. Drug 2: CCN(CC)CCCC(C)NC1=C2C=C(C=CC2=NC3=C1C=CC(=C3)Cl)OC. Cell line: NCI-H460. Synergy scores: CSS=12.0, Synergy_ZIP=1.51, Synergy_Bliss=1.67, Synergy_Loewe=0.0396, Synergy_HSA=0.203. (8) Drug 1: CC1=C(C=C(C=C1)C(=O)NC2=CC(=CC(=C2)C(F)(F)F)N3C=C(N=C3)C)NC4=NC=CC(=N4)C5=CN=CC=C5. Drug 2: CN(C(=O)NC(C=O)C(C(C(CO)O)O)O)N=O. Cell line: PC-3. Synergy scores: CSS=-0.783, Synergy_ZIP=3.93, Synergy_Bliss=2.82, Synergy_Loewe=2.41, Synergy_HSA=-1.36. (9) Drug 1: CC1C(C(CC(O1)OC2CC(CC3=C2C(=C4C(=C3O)C(=O)C5=C(C4=O)C(=CC=C5)OC)O)(C(=O)C)O)N)O.Cl. Drug 2: C(CCl)NC(=O)N(CCCl)N=O. Cell line: OVCAR-8. Synergy scores: CSS=23.7, Synergy_ZIP=-2.31, Synergy_Bliss=1.92, Synergy_Loewe=-19.8, Synergy_HSA=0.795.